Task: Predict the reactants needed to synthesize the given product.. Dataset: Full USPTO retrosynthesis dataset with 1.9M reactions from patents (1976-2016) (1) Given the product [Cl:1][C:2]1[N:7]=[C:6]([N:8]([C:16]2[CH:21]=[CH:20][CH:19]=[C:18]([N:22]([OH:23])[C:25](=[O:28])[CH:26]=[CH2:27])[CH:17]=2)[C:9](=[O:15])[O:10][C:11]([CH3:14])([CH3:13])[CH3:12])[C:5]([F:24])=[CH:4][N:3]=1, predict the reactants needed to synthesize it. The reactants are: [Cl:1][C:2]1[N:7]=[C:6]([N:8]([C:16]2[CH:21]=[CH:20][CH:19]=[C:18]([NH:22][OH:23])[CH:17]=2)[C:9](=[O:15])[O:10][C:11]([CH3:14])([CH3:13])[CH3:12])[C:5]([F:24])=[CH:4][N:3]=1.[C:25](Cl)(=[O:28])[CH:26]=[CH2:27].CCCCCC.C(OCC)(=O)C.C(=O)(O)[O-].[Na+]. (2) Given the product [CH2:1]([NH:8][C:9]([NH:11][CH2:12][C:13]1[NH:14][C:15](=[O:23])[C:16]2[CH:22]=[CH:21][CH:20]=[N:19][C:17]=2[N:18]=1)=[O:10])[C:2]1[CH:7]=[CH:6][CH:5]=[CH:4][CH:3]=1, predict the reactants needed to synthesize it. The reactants are: [CH2:1]([N:8]=[C:9]=[O:10])[C:2]1[CH:7]=[CH:6][CH:5]=[CH:4][CH:3]=1.[NH2:11][CH2:12][C:13]1[NH:14][C:15](=[O:23])[C:16]2[CH:22]=[CH:21][CH:20]=[N:19][C:17]=2[N:18]=1. (3) Given the product [Cl:21][C:11]1[N:10]=[C:9]([CH3:20])[N:8]([C:5]2[CH:4]=[CH:3][C:2]([Cl:1])=[CH:7][CH:6]=2)[C:12]=1[C:13]1[CH:18]=[CH:17][C:16]([F:19])=[CH:15][CH:14]=1, predict the reactants needed to synthesize it. The reactants are: [Cl:1][C:2]1[CH:7]=[CH:6][C:5]([N:8]2[C:12]([C:13]3[CH:18]=[CH:17][C:16]([F:19])=[CH:15][CH:14]=3)=[CH:11][N:10]=[C:9]2[CH3:20])=[CH:4][CH:3]=1.[Cl:21]N1C(=O)CCC1=O. (4) Given the product [Br:8][C:9]1[CH:14]=[C:13]2[C:12](=[CH:11][CH:10]=1)[O:18][C:5]([CH2:4][CH2:3][CH2:2][OH:1])([CH3:6])[CH2:16][C:15]2=[O:17], predict the reactants needed to synthesize it. The reactants are: [OH:1][CH2:2][CH2:3][CH2:4][C:5](=O)[CH3:6].[Br:8][C:9]1[CH:10]=[CH:11][C:12]([OH:18])=[C:13]([C:15](=[O:17])[CH3:16])[CH:14]=1.N1CCCC1.C(O)(=O)C. (5) Given the product [I:12][C:6]1[CH:7]=[C:8]([N+:9]([O-:11])=[O:10])[C:2]([CH3:1])=[CH:3][C:4]=1[NH2:5], predict the reactants needed to synthesize it. The reactants are: [CH3:1][C:2]1[CH:3]=[C:4]([CH:6]=[CH:7][C:8]=1[N+:9]([O-:11])=[O:10])[NH2:5].[I:12]I. (6) Given the product [C:1]1([C:7](=[C:19]2[CH2:24][C:23]([CH3:26])([CH3:25])[CH2:22][C:21]([CH3:28])([CH3:27])[CH2:20]2)[C:8]2[CH:13]=[CH:12][C:11]([O:14][CH2:15][C:16]([NH2:38])=[O:17])=[CH:10][CH:9]=2)[CH:6]=[CH:5][CH:4]=[CH:3][CH:2]=1, predict the reactants needed to synthesize it. The reactants are: [C:1]1([C:7](=[C:19]2[CH2:24][C:23]([CH3:26])([CH3:25])[CH2:22][C:21]([CH3:28])([CH3:27])[CH2:20]2)[C:8]2[CH:13]=[CH:12][C:11]([O:14][CH2:15][C:16](O)=[O:17])=[CH:10][CH:9]=2)[CH:6]=[CH:5][CH:4]=[CH:3][CH:2]=1.C(Cl)Cl.C(Cl)(=O)C(Cl)=O.[NH4+:38].[OH-].